From a dataset of Forward reaction prediction with 1.9M reactions from USPTO patents (1976-2016). Predict the product of the given reaction. (1) Given the reactants C(N(CC)CC)C.[Cl:8][C:9]1[CH:14]=[CH:13][C:12]([C:15]2[CH:20]=[CH:19][CH:18]=[CH:17][C:16]=2[NH2:21])=[CH:11][CH:10]=1.[F:22][C:23]([F:34])([F:33])[C:24]1[C:25]([C:30](Cl)=[O:31])=[N:26][CH:27]=[CH:28][N:29]=1.O, predict the reaction product. The product is: [Cl:8][C:9]1[CH:10]=[CH:11][C:12]([C:15]2[CH:20]=[CH:19][CH:18]=[CH:17][C:16]=2[NH:21][C:30]([C:25]2[C:24]([C:23]([F:33])([F:22])[F:34])=[N:29][CH:28]=[CH:27][N:26]=2)=[O:31])=[CH:13][CH:14]=1. (2) Given the reactants [Br:1][C:2]1[C:3]([NH2:14])=[N:4][CH:5]=[C:6]([CH:8]2[CH2:13][CH2:12][NH:11][CH2:10][CH2:9]2)[N:7]=1.CCN(C(C)C)C(C)C.[C:24](Cl)(=[O:26])[CH3:25], predict the reaction product. The product is: [NH2:14][C:3]1[N:4]=[CH:5][C:6]([CH:8]2[CH2:9][CH2:10][N:11]([C:24](=[O:26])[CH3:25])[CH2:12][CH2:13]2)=[N:7][C:2]=1[Br:1]. (3) Given the reactants [NH2:1][C@H:2]([C:7]([OH:9])=[O:8])[C@H:3]([CH2:5][CH3:6])[CH3:4].S(Cl)([Cl:12])=O.[CH3:14][CH2:15]O, predict the reaction product. The product is: [ClH:12].[CH2:14]([O:8][C:7](=[O:9])[C@H:2]([C@H:3]([CH2:5][CH3:6])[CH3:4])[NH2:1])[CH3:15]. (4) The product is: [NH2:14][C:11]1[CH:12]=[CH:13][C:8]([N:6]2[CH:7]=[C:3]([CH2:2][NH:1][C:29]([C:27]3[S:28][C:24]([Cl:23])=[CH:25][CH:26]=3)=[O:30])[N:4]=[C:5]2[N:16]2[CH2:17][CH2:18][N:19]([CH3:22])[CH2:20][CH2:21]2)=[CH:9][C:10]=1[CH3:15]. Given the reactants [NH2:1][CH2:2][C:3]1[N:4]=[C:5]([N:16]2[CH2:21][CH2:20][N:19]([CH3:22])[CH2:18][CH2:17]2)[N:6]([C:8]2[CH:13]=[CH:12][C:11]([NH2:14])=[C:10]([CH3:15])[CH:9]=2)[CH:7]=1.[Cl:23][C:24]1[S:28][C:27]([C:29](O)=[O:30])=[CH:26][CH:25]=1.CN(C(ON1N=NC2C=CC=CC1=2)=[N+](C)C)C.[B-](F)(F)(F)F.CN1CCOCC1, predict the reaction product. (5) Given the reactants Cl[C:2]1[N:7]=[CH:6][N:5]=[C:4]([NH:8][C:9]2[CH:14]=[CH:13][CH:12]=[C:11]([NH2:15])[N:10]=2)[CH:3]=1.[CH3:16][O:17][C:18]1[CH:23]=[CH:22][C:21]([OH:24])=[CH:20][CH:19]=1.C([O-])([O-])=O.[K+].[K+], predict the reaction product. The product is: [O:17]([C:18]1[CH:23]=[CH:22][C:21]([O:24][C:2]2[N:7]=[CH:6][N:5]=[C:4]([NH:8][C:9]3[CH:14]=[CH:13][CH:12]=[C:11]([NH2:15])[N:10]=3)[CH:3]=2)=[CH:20][CH:19]=1)[CH3:16].